This data is from Cav3 T-type calcium channel HTS with 100,875 compounds. The task is: Binary Classification. Given a drug SMILES string, predict its activity (active/inactive) in a high-throughput screening assay against a specified biological target. (1) The result is 0 (inactive). The compound is O(C(=O)N1CCC(Nc2ncnc3n(ncc23)c2ccccc2)CC1)CC. (2) The compound is S(=O)(=O)(N1CCC(CC1)C(=O)NCCc1ccccc1)c1ccccc1. The result is 0 (inactive).